From a dataset of CYP2D6 inhibition data for predicting drug metabolism from PubChem BioAssay. Regression/Classification. Given a drug SMILES string, predict its absorption, distribution, metabolism, or excretion properties. Task type varies by dataset: regression for continuous measurements (e.g., permeability, clearance, half-life) or binary classification for categorical outcomes (e.g., BBB penetration, CYP inhibition). Dataset: cyp2d6_veith. The drug is O=C(CNC(=O)OCc1ccccc1)NCC(=O)N1CCCC1C(=O)OCc1ccccc1. The result is 0 (non-inhibitor).